Dataset: CYP3A4 substrate classification data from Carbon-Mangels et al.. Task: Regression/Classification. Given a drug SMILES string, predict its absorption, distribution, metabolism, or excretion properties. Task type varies by dataset: regression for continuous measurements (e.g., permeability, clearance, half-life) or binary classification for categorical outcomes (e.g., BBB penetration, CYP inhibition). Dataset: cyp3a4_substrate_carbonmangels. (1) The compound is Cc1ncc2n1-c1ccc(Cl)cc1C(c1ccccc1F)=NC2. The result is 1 (substrate). (2) The drug is OC(O)C(Cl)(Cl)Cl. The result is 0 (non-substrate). (3) The molecule is Cc1c(-c2cnccn2)ssc1=S. The result is 0 (non-substrate). (4) The compound is COc1c2occc2cc2ccc(=O)oc12. The result is 0 (non-substrate). (5) The molecule is CO/N=C\C1=CCCN(C)C1. The result is 0 (non-substrate). (6) The compound is CC[C@H]1OC(=O)[C@H](C)[C@@H](O[C@H]2C[C@@](C)(OC)[C@@H](O)[C@H](C)O2)[C@H](C)[C@@H](O[C@@H]2O[C@H](C)C[C@H](N(C)C)[C@H]2O)[C@](C)(O)C[C@@H](C)[C@@H]2N[C@@H](COCCOC)O[C@H]([C@H]2C)[C@]1(C)O. The result is 0 (non-substrate).